From a dataset of NCI-60 drug combinations with 297,098 pairs across 59 cell lines. Regression. Given two drug SMILES strings and cell line genomic features, predict the synergy score measuring deviation from expected non-interaction effect. (1) Cell line: NCI-H522. Drug 2: CN1C2=C(C=C(C=C2)N(CCCl)CCCl)N=C1CCCC(=O)O.Cl. Drug 1: CCC(=C(C1=CC=CC=C1)C2=CC=C(C=C2)OCCN(C)C)C3=CC=CC=C3.C(C(=O)O)C(CC(=O)O)(C(=O)O)O. Synergy scores: CSS=2.48, Synergy_ZIP=0.365, Synergy_Bliss=3.05, Synergy_Loewe=0.147, Synergy_HSA=0.641. (2) Drug 1: CC1=C(C=C(C=C1)NC2=NC=CC(=N2)N(C)C3=CC4=NN(C(=C4C=C3)C)C)S(=O)(=O)N.Cl. Drug 2: C1C(C(OC1N2C=NC(=NC2=O)N)CO)O. Cell line: COLO 205. Synergy scores: CSS=5.66, Synergy_ZIP=-4.35, Synergy_Bliss=-8.35, Synergy_Loewe=-32.4, Synergy_HSA=-14.8. (3) Drug 1: CN(C)N=NC1=C(NC=N1)C(=O)N. Synergy scores: CSS=-1.78, Synergy_ZIP=1.21, Synergy_Bliss=0.0217, Synergy_Loewe=-4.14, Synergy_HSA=-3.07. Cell line: MDA-MB-231. Drug 2: N.N.Cl[Pt+2]Cl.